This data is from NCI-60 drug combinations with 297,098 pairs across 59 cell lines. The task is: Regression. Given two drug SMILES strings and cell line genomic features, predict the synergy score measuring deviation from expected non-interaction effect. (1) Drug 1: CC=C1C(=O)NC(C(=O)OC2CC(=O)NC(C(=O)NC(CSSCCC=C2)C(=O)N1)C(C)C)C(C)C. Drug 2: CC1C(C(CC(O1)OC2CC(CC3=C2C(=C4C(=C3O)C(=O)C5=CC=CC=C5C4=O)O)(C(=O)C)O)N)O. Cell line: UACC62. Synergy scores: CSS=92.1, Synergy_ZIP=-0.341, Synergy_Bliss=0.0766, Synergy_Loewe=0.274, Synergy_HSA=2.01. (2) Drug 1: CCN(CC)CCNC(=O)C1=C(NC(=C1C)C=C2C3=C(C=CC(=C3)F)NC2=O)C. Drug 2: CN(CC1=CN=C2C(=N1)C(=NC(=N2)N)N)C3=CC=C(C=C3)C(=O)NC(CCC(=O)O)C(=O)O. Cell line: NCI-H322M. Synergy scores: CSS=46.9, Synergy_ZIP=-7.42, Synergy_Bliss=-1.56, Synergy_Loewe=-1.72, Synergy_HSA=-1.65. (3) Drug 1: C(CC(=O)O)C(=O)CN.Cl. Drug 2: C(CCl)NC(=O)N(CCCl)N=O. Cell line: SR. Synergy scores: CSS=45.5, Synergy_ZIP=0.648, Synergy_Bliss=6.27, Synergy_Loewe=5.12, Synergy_HSA=7.26. (4) Drug 1: C1CCN(CC1)CCOC2=CC=C(C=C2)C(=O)C3=C(SC4=C3C=CC(=C4)O)C5=CC=C(C=C5)O. Drug 2: C1CN(P(=O)(OC1)NCCCl)CCCl. Cell line: NCI-H460. Synergy scores: CSS=-2.61, Synergy_ZIP=1.25, Synergy_Bliss=2.03, Synergy_Loewe=-1.61, Synergy_HSA=-1.39. (5) Drug 1: C1=CC=C(C(=C1)C(C2=CC=C(C=C2)Cl)C(Cl)Cl)Cl. Drug 2: CC(C)(C#N)C1=CC(=CC(=C1)CN2C=NC=N2)C(C)(C)C#N. Cell line: SR. Synergy scores: CSS=-10.5, Synergy_ZIP=10.7, Synergy_Bliss=13.0, Synergy_Loewe=-1.72, Synergy_HSA=-1.54. (6) Drug 1: CN1C(=O)N2C=NC(=C2N=N1)C(=O)N. Drug 2: COC1=C2C(=CC3=C1OC=C3)C=CC(=O)O2. Cell line: UO-31. Synergy scores: CSS=3.11, Synergy_ZIP=-0.375, Synergy_Bliss=2.19, Synergy_Loewe=-3.01, Synergy_HSA=-0.183. (7) Drug 1: C1=CN(C=N1)CC(O)(P(=O)(O)O)P(=O)(O)O. Drug 2: CN(CCCl)CCCl.Cl. Cell line: NCI-H460. Synergy scores: CSS=34.1, Synergy_ZIP=14.9, Synergy_Bliss=19.1, Synergy_Loewe=-25.8, Synergy_HSA=-1.09. (8) Drug 1: C1CCC(C1)C(CC#N)N2C=C(C=N2)C3=C4C=CNC4=NC=N3. Drug 2: CC1=C(C=C(C=C1)C(=O)NC2=CC(=CC(=C2)C(F)(F)F)N3C=C(N=C3)C)NC4=NC=CC(=N4)C5=CN=CC=C5. Cell line: T-47D. Synergy scores: CSS=-2.23, Synergy_ZIP=5.56, Synergy_Bliss=10.7, Synergy_Loewe=5.02, Synergy_HSA=5.45.